Dataset: Forward reaction prediction with 1.9M reactions from USPTO patents (1976-2016). Task: Predict the product of the given reaction. (1) Given the reactants [CH:1]([C:3]1[CH:17]=[CH:16][C:6]([C:7]([O:9][CH2:10][CH2:11][CH2:12][CH2:13][CH2:14][CH3:15])=[O:8])=[CH:5][CH:4]=1)=O.[NH:18]1[CH2:21][CH:20]([C:22]([OH:24])=[O:23])[CH2:19]1.CC(O)=O.C([BH3-])#N.[Na+], predict the reaction product. The product is: [CH2:10]([O:9][C:7]([C:6]1[CH:16]=[CH:17][C:3]([CH2:1][N:18]2[CH2:21][CH:20]([C:22]([OH:24])=[O:23])[CH2:19]2)=[CH:4][CH:5]=1)=[O:8])[CH2:11][CH2:12][CH2:13][CH2:14][CH3:15]. (2) Given the reactants C([O:4][CH2:5][C:6]([CH3:51])([CH3:50])[CH2:7][N:8]1[C:14]2[CH:15]=[CH:16][C:17]([Cl:19])=[CH:18][C:13]=2[C@@H:12]([C:20]2[CH:25]=[CH:24][CH:23]=[C:22]([O:26][CH3:27])[C:21]=2[O:28][CH3:29])[O:11][C@H:10]([CH2:30][C:31]([NH:33][C:34]2[CH:35]=[C:36]([C:42]([CH3:48])([CH3:47])[C:43]([O:45]C)=[O:44])[CH:37]=[CH:38][C:39]=2[O:40][CH3:41])=[O:32])[C:9]1=[O:49])(=O)C.[OH-].[Na+].C(O)C, predict the reaction product. The product is: [Cl:19][C:17]1[CH:16]=[CH:15][C:14]2[N:8]([CH2:7][C:6]([CH3:50])([CH3:51])[CH2:5][OH:4])[C:9](=[O:49])[C@@H:10]([CH2:30][C:31]([NH:33][C:34]3[CH:35]=[C:36]([C:42]([CH3:47])([CH3:48])[C:43]([OH:45])=[O:44])[CH:37]=[CH:38][C:39]=3[O:40][CH3:41])=[O:32])[O:11][C@H:12]([C:20]3[CH:25]=[CH:24][CH:23]=[C:22]([O:26][CH3:27])[C:21]=3[O:28][CH3:29])[C:13]=2[CH:18]=1. (3) Given the reactants [CH:1]1([C:4]([NH:6][C:7]2[N:8]=[C:9]3[CH:14]=[CH:13][C:12]([O:15][C:16]4[CH:21]=[CH:20][C:19]([NH:22][C:23]([C:25]5[C:26](=[O:39])[N:27]([C:32]6[CH:37]=[CH:36][C:35]([F:38])=[CH:34][CH:33]=6)[N:28]([CH3:31])[C:29]=5[CH3:30])=[O:24])=[CH:18][C:17]=4[F:40])=[CH:11][N:10]3[CH:41]=2)=[O:5])[CH2:3][CH2:2]1.[ClH:42], predict the reaction product. The product is: [OH2:5].[ClH:42].[CH:1]1([C:4]([NH:6][C:7]2[N:8]=[C:9]3[CH:14]=[CH:13][C:12]([O:15][C:16]4[CH:21]=[CH:20][C:19]([NH:22][C:23]([C:25]5[C:26](=[O:39])[N:27]([C:32]6[CH:33]=[CH:34][C:35]([F:38])=[CH:36][CH:37]=6)[N:28]([CH3:31])[C:29]=5[CH3:30])=[O:24])=[CH:18][C:17]=4[F:40])=[CH:11][N:10]3[CH:41]=2)=[O:5])[CH2:3][CH2:2]1. (4) The product is: [F:26][C:27]1[C:32]([C:2]2[N:6]([S:7]([C:10]3[CH:11]=[N:12][CH:13]=[CH:14][CH:15]=3)(=[O:9])=[O:8])[CH:5]=[C:4]([CH2:16][N:17]([CH3:25])[C:18](=[O:24])[O:19][C:20]([CH3:23])([CH3:22])[CH3:21])[CH:3]=2)=[CH:31][CH:30]=[C:29]([CH3:36])[N:28]=1. Given the reactants Br[C:2]1[N:6]([S:7]([C:10]2[CH:11]=[N:12][CH:13]=[CH:14][CH:15]=2)(=[O:9])=[O:8])[CH:5]=[C:4]([CH2:16][N:17]([CH3:25])[C:18](=[O:24])[O:19][C:20]([CH3:23])([CH3:22])[CH3:21])[CH:3]=1.[F:26][C:27]1[C:32](B(O)O)=[CH:31][CH:30]=[C:29]([CH3:36])[N:28]=1.C(=O)([O-])O.[Na+].COCCOC, predict the reaction product. (5) Given the reactants C[O:2][C:3](=[O:34])[CH2:4][C:5]1[C:9]2[CH:10]=[CH:11][C:12]([O:14][CH2:15][C:16]3[CH:21]=[CH:20][CH:19]=[C:18]([O:22][CH2:23][C:24]4[CH:29]=[CH:28][C:27]([C:30]([F:33])([F:32])[F:31])=[CH:26][CH:25]=4)[CH:17]=3)=[CH:13][C:8]=2[O:7][CH:6]=1.[OH-].[Li+], predict the reaction product. The product is: [F:33][C:30]([F:31])([F:32])[C:27]1[CH:26]=[CH:25][C:24]([CH2:23][O:22][C:18]2[CH:17]=[C:16]([CH:21]=[CH:20][CH:19]=2)[CH2:15][O:14][C:12]2[CH:11]=[CH:10][C:9]3[C:5]([CH2:4][C:3]([OH:34])=[O:2])=[CH:6][O:7][C:8]=3[CH:13]=2)=[CH:29][CH:28]=1. (6) Given the reactants [CH3:1][N:2]1[C:6]([C:7]2[S:11][CH:10]=[C:9]([C:12]([OH:14])=O)[CH:8]=2)=[CH:5][CH:4]=[N:3]1.C1CN([P+](Br)(N2CCCC2)N2CCCC2)CC1.F[P-](F)(F)(F)(F)F.C(N(C(C)C)CC)(C)C.[NH2:48][CH:49]([C:59]1[C:68]2[C:63](=[CH:64][CH:65]=[CH:66][CH:67]=2)[CH:62]=[CH:61][CH:60]=1)[CH2:50][NH:51][C:52](=[O:58])[O:53][C:54]([CH3:57])([CH3:56])[CH3:55], predict the reaction product. The product is: [CH3:1][N:2]1[C:6]([C:7]2[S:11][CH:10]=[C:9]([C:12]([NH:48][CH:49]([C:59]3[C:68]4[C:63](=[CH:64][CH:65]=[CH:66][CH:67]=4)[CH:62]=[CH:61][CH:60]=3)[CH2:50][NH:51][C:52](=[O:58])[O:53][C:54]([CH3:57])([CH3:55])[CH3:56])=[O:14])[CH:8]=2)=[CH:5][CH:4]=[N:3]1. (7) Given the reactants [OH:1][C:2]1[CH:15]=[CH:14][C:5]([C:6]([C:8]2[CH:13]=[CH:12][CH:11]=[CH:10][CH:9]=2)=[O:7])=[CH:4][CH:3]=1.[OH-].[Na+].Cl[CH2:19][C:20]([OH:22])=[O:21], predict the reaction product. The product is: [C:6]([C:5]1[CH:4]=[CH:3][C:2]([O:1][CH2:19][C:20]([OH:22])=[O:21])=[CH:15][CH:14]=1)(=[O:7])[C:8]1[CH:13]=[CH:12][CH:11]=[CH:10][CH:9]=1.